From a dataset of Forward reaction prediction with 1.9M reactions from USPTO patents (1976-2016). Predict the product of the given reaction. (1) Given the reactants Cl.[C:2]([O:6][C:7](=[O:10])[CH2:8][NH2:9])([CH3:5])([CH3:4])[CH3:3].CN(C=O)C.C(N(CC)CC)C.[F:23][C:24]1[CH:41]=[CH:40][C:27]([CH2:28][O:29][C:30]2[CH:35]=[CH:34][C:33]([S:36](Cl)(=[O:38])=[O:37])=[CH:32][CH:31]=2)=[CH:26][CH:25]=1, predict the reaction product. The product is: [C:2]([O:6][C:7](=[O:10])[CH2:8][NH:9][S:36]([C:33]1[CH:34]=[CH:35][C:30]([O:29][CH2:28][C:27]2[CH:40]=[CH:41][C:24]([F:23])=[CH:25][CH:26]=2)=[CH:31][CH:32]=1)(=[O:37])=[O:38])([CH3:5])([CH3:4])[CH3:3]. (2) Given the reactants [CH3:1][N:2]1[C:11]2[C:6](=[CH:7][CH:8]=[CH:9][CH:10]=2)[CH:5]=[C:4]([CH2:12][NH:13][CH2:14][CH:15]([C:22]2[CH:27]=[CH:26][CH:25]=[CH:24][CH:23]=2)[CH:16]2[CH2:21][CH2:20][O:19][CH2:18][CH2:17]2)[C:3]1=[O:28].CCN(C(C)C)C(C)C.[CH:38]1([C:44](Cl)=[O:45])[CH2:43][CH2:42][CH2:41][CH2:40][CH2:39]1, predict the reaction product. The product is: [CH3:1][N:2]1[C:11]2[C:6](=[CH:7][CH:8]=[CH:9][CH:10]=2)[CH:5]=[C:4]([CH2:12][N:13]([CH2:14][CH:15]([C:22]2[CH:23]=[CH:24][CH:25]=[CH:26][CH:27]=2)[CH:16]2[CH2:21][CH2:20][O:19][CH2:18][CH2:17]2)[C:44]([CH:38]2[CH2:43][CH2:42][CH2:41][CH2:40][CH2:39]2)=[O:45])[C:3]1=[O:28]. (3) Given the reactants [CH3:1][NH:2][CH2:3][CH2:4][C:5]1[CH:10]=[CH:9][CH:8]=[CH:7][C:6]=1[N+:11]([O-])=O, predict the reaction product. The product is: [CH3:1][NH:2][CH2:3][CH2:4][C:5]1[CH:10]=[CH:9][CH:8]=[CH:7][C:6]=1[NH2:11]. (4) Given the reactants [CH3:1][CH2:2][CH:3]([N:5]1[N:10]=[CH:9][N:8]([C:11]2[CH:12]=[CH:13][C:14]([N:17]3[CH2:22][CH2:21][N:20]([C:23]4[CH:24]=[CH:25][C:26]([O:29][CH2:30][C@@H:31]5[O:35][C@:34]([C:42]6[CH:43]=[CH:44][C:45]([Cl:49])=[CH:46][C:47]=6[Cl:48])([CH2:36][N:37]6[N:41]=[CH:40][N:39]=[CH:38]6)[O:33][CH2:32]5)=[CH:27][CH:28]=4)[CH2:19][CH2:18]3)=[CH:15][CH:16]=2)[C:6]1=[O:7])[CH3:4].C(O)C(O)C.[OH-].[Na+], predict the reaction product. The product is: [CH3:1][CH2:2][CH:3]([N:5]1[N:10]=[CH:9][N:8]([C:11]2[CH:16]=[CH:15][C:14]([N:17]3[CH2:22][CH2:21][N:20]([C:23]4[CH:28]=[CH:27][C:26]([O:29][CH2:30][C@@H:31]5[O:35][C@:34]([C:42]6[CH:43]=[CH:44][C:45]([Cl:49])=[CH:46][C:47]=6[Cl:48])([CH2:36][N:37]6[N:41]=[CH:40][N:39]=[CH:38]6)[O:33][CH2:32]5)=[CH:25][CH:24]=4)[CH2:19][CH2:18]3)=[CH:13][CH:12]=2)[C:6]1=[O:7])[CH3:4]. (5) The product is: [Cl:1][C:2]1[N:3]=[C:4]([N:19]2[CH2:24][CH2:23][O:22][CH2:21][CH2:20]2)[C:5]2[S:10][C:9]([C:11]3[CH:12]=[C:13]([CH2:16][N:25]4[CH2:29][CH2:28][CH:27]([OH:30])[CH2:26]4)[S:14][CH:15]=3)=[C:8]([CH3:18])[C:6]=2[N:7]=1. Given the reactants [Cl:1][C:2]1[N:3]=[C:4]([N:19]2[CH2:24][CH2:23][O:22][CH2:21][CH2:20]2)[C:5]2[S:10][C:9]([C:11]3[CH:12]=[C:13]([CH:16]=O)[S:14][CH:15]=3)=[C:8]([CH3:18])[C:6]=2[N:7]=1.[NH:25]1[CH2:29][CH2:28][CH:27]([OH:30])[CH2:26]1, predict the reaction product.